From a dataset of Full USPTO retrosynthesis dataset with 1.9M reactions from patents (1976-2016). Predict the reactants needed to synthesize the given product. Given the product [C:6]1([C:12]#[C:13][C:15]#[N:14])[CH:11]=[CH:10][CH:9]=[CH:8][CH:7]=1, predict the reactants needed to synthesize it. The reactants are: C([Li])CCC.[C:6]1([C:12]#[CH:13])[CH:11]=[CH:10][CH:9]=[CH:8][CH:7]=1.[N:14]1C=CC=C[C:15]=1OC#N.